Dataset: Reaction yield outcomes from USPTO patents with 853,638 reactions. Task: Predict the reaction yield, written as a fraction of the theoretical maximum amount of product (1.0 means a 100% yield; for example, 0.34 means a 34% yield). (1) The reactants are Cl.Cl.Cl.[NH2:4][C@H:5]([C:10]1[N:11]=[C:12]([NH:15][C:16]2[CH:21]=[CH:20][C:19]([N:22]3[CH:26]=[C:25]([CH3:27])[N:24]=[CH:23]3)=[C:18]([O:28][CH3:29])[CH:17]=2)[S:13][CH:14]=1)[CH2:6][CH:7]([CH3:9])[CH3:8].[C:30](Cl)(=[O:35])[C:31]([CH3:34])([CH3:33])[CH3:32].C(N(CC)CC)C. The catalyst is C(Cl)Cl. The product is [CH3:29][O:28][C:18]1[CH:17]=[C:16]([NH:15][C:12]2[S:13][CH:14]=[C:10]([C@@H:5]([NH:4][C:30](=[O:35])[C:31]([CH3:34])([CH3:33])[CH3:32])[CH2:6][CH:7]([CH3:8])[CH3:9])[N:11]=2)[CH:21]=[CH:20][C:19]=1[N:22]1[CH:26]=[C:25]([CH3:27])[N:24]=[CH:23]1. The yield is 0.990. (2) The reactants are Cl[C:2]1[N:7]=[C:6]([NH:8][CH3:9])[C:5]([C:10]([F:13])([F:12])[F:11])=[CH:4][N:3]=1.[CH3:14][O:15][C:16]1[CH:22]=[C:21]([N:23]2[CH:27]=[N:26][CH:25]=[N:24]2)[CH:20]=[CH:19][C:17]=1[NH2:18].C1(C)C=CC(S(O)(=O)=O)=CC=1. The catalyst is O1CCOCC1. The product is [CH3:14][O:15][C:16]1[CH:22]=[C:21]([N:23]2[CH:27]=[N:26][CH:25]=[N:24]2)[CH:20]=[CH:19][C:17]=1[NH:18][C:2]1[N:7]=[C:6]([NH:8][CH3:9])[C:5]([C:10]([F:13])([F:12])[F:11])=[CH:4][N:3]=1. The yield is 0.250.